From a dataset of Catalyst prediction with 721,799 reactions and 888 catalyst types from USPTO. Predict which catalyst facilitates the given reaction. Reactant: [CH3:1][N:2]1[C:10]2[C:5](=[CH:6][C:7]([O:11][CH2:12][CH2:13][CH2:14][C:15]([CH3:20])([N+:17]([O-])=O)[CH3:16])=[CH:8][CH:9]=2)[C:4]([C:21]2[N:26]=[C:25]3[C:27]([C:49]([O:51][CH3:52])=[O:50])=[CH:28][N:29]([C:30]([C:43]4[CH:48]=[CH:47][CH:46]=[CH:45][CH:44]=4)([C:37]4[CH:42]=[CH:41][CH:40]=[CH:39][CH:38]=4)[C:31]4[CH:36]=[CH:35][CH:34]=[CH:33][CH:32]=4)[C:24]3=[N:23][CH:22]=2)=[N:3]1. Product: [NH2:17][C:15]([CH3:20])([CH3:16])[CH2:14][CH2:13][CH2:12][O:11][C:7]1[CH:6]=[C:5]2[C:10](=[CH:9][CH:8]=1)[N:2]([CH3:1])[N:3]=[C:4]2[C:21]1[N:26]=[C:25]2[C:27]([C:49]([O:51][CH3:52])=[O:50])=[CH:28][N:29]([C:30]([C:31]3[CH:32]=[CH:33][CH:34]=[CH:35][CH:36]=3)([C:37]3[CH:38]=[CH:39][CH:40]=[CH:41][CH:42]=3)[C:43]3[CH:48]=[CH:47][CH:46]=[CH:45][CH:44]=3)[C:24]2=[N:23][CH:22]=1. The catalyst class is: 19.